From a dataset of Full USPTO retrosynthesis dataset with 1.9M reactions from patents (1976-2016). Predict the reactants needed to synthesize the given product. (1) Given the product [NH2:28][C:25]1[CH:26]=[CH:27][C:22]([C:17]2[NH:18][C:19](=[O:21])[C:20]3[C:12]([CH:6]4[CH2:11][CH2:10][CH2:9][CH2:8][CH2:7]4)=[N:13][N:14]([CH3:37])[C:15]=3[N:16]=2)=[CH:23][CH:24]=1, predict the reactants needed to synthesize it. The reactants are: CS(O)(=O)=O.[CH:6]1([C:12]2[C:20]3[C:19](=[O:21])[NH:18][C:17]([C:22]4[CH:27]=[CH:26][C:25]([N:28]5CCC(O)CC5)=[CH:24][C:23]=4OC)=[N:16][C:15]=3[N:14]([CH3:37])[N:13]=2)[CH2:11][CH2:10][CH2:9][CH2:8][CH2:7]1.[N+](C1C=CC(C(Cl)=O)=CC=1)([O-])=O. (2) Given the product [Br:1][C:2]1[CH:7]=[CH:6][C:5]([CH:8]([O:10][CH3:13])[CH3:9])=[CH:4][CH:3]=1, predict the reactants needed to synthesize it. The reactants are: [Br:1][C:2]1[CH:7]=[CH:6][C:5]([CH:8]([OH:10])[CH3:9])=[CH:4][CH:3]=1.[H-].[Na+].[CH3:13]I.